Dataset: Experimentally validated miRNA-target interactions with 360,000+ pairs, plus equal number of negative samples. Task: Binary Classification. Given a miRNA mature sequence and a target amino acid sequence, predict their likelihood of interaction. (1) Result: 0 (no interaction). The protein sequence of the target gene is MLIKQHKQVWWQEQERLKGIRCKLESEIRSCLNEESIGSECFCELMNFEKELSEEWCAYLTAVIDPIQQLRTGLKRWYPTSQSAPCHEGSDATEVLEEVDFVKKQSKAAFERLHQEQWHLEEDLLDLSVKLLDHSSEEKPNLLSEQPMELVTLDCPYPDLKSSILNEFCNFTERYQEKLEDFDLQLEDIRSNFQLSAEEHWTYQAVLDQYPGNLLGRRALYLDMLQRYFPHKSRHHLVEHEKYCDQYHFAREQRRILIDNWSRSRKDFIQKAMLTLLEACAAHEMGSLLAKDRRRQQELC.... The miRNA is cel-miR-36-3p with sequence UCACCGGGUGAAAAUUCGCAUG. (2) The protein sequence of the target gene is MEKRETFVQAVSKELVGEFLQFVQLDKEASDPFSLNELLDELSRKQKEELWQRLKNLLTDVLLESPVDGWQVVEAQGEDNMETEHGSKMRKSIEIIYAITSVILASVSVINESENYEALLECVIILNGILYALPESERKLQSSIQDLCVTWWEKGLPAKEDTGKTAFVMLLRRSLETKTGADVCRLWRIHQALYCFDYDLEESGEIKDMLLECFININYIKKEEGRRFLSCLFNWNINFIKMIHGTIKNQLQGLQKSLMVYIAEIYFRAWKKASGKILEAIENDCIQDFMFHGIHLPRRS.... Result: 1 (interaction). The miRNA is hsa-miR-7156-5p with sequence UUGUUCUCAAACUGGCUGUCAGA. (3) The miRNA is hsa-miR-7114-5p with sequence UCUGUGGAGUGGGGUGCCUGU. The protein sequence of the target gene is MSEQSCQMSELRLLLLGKCRSGKSATGNAILGKHVFKSKFSDQTVIKMCQRESWVLRERKVVVIDTPDLFSSIACAEDKQRNIQHCLELSAPSLHALLLVIAIGHFTREDEETAKGIQQVFGAEARRHIIIVFTRKDDLGDDLLQDFIEKNKPLKQLVQDYEGRYCIFNNKTNSKDEQITQVLELLRKVESLVNTNGGPYHVNFKTEGSRFQDCVNEAASQEGDKPQGPRERQLQSTGPEQNPGTSELTVLLVGKRGAGKSAAGNSILGRQAFQTGFSEQSVTQSFLSESRSWRKKKVSI.... Result: 0 (no interaction). (4) The protein sequence of the target gene is MGTSASSITALASCSRIAGQVGATMVAGSLLLLGFLSTITAQPEQKTLSLTGTYRHVDRTTGQVLTCDKCPAGTYVSEHCTNTSLRVCSSCPSGTFTRHENGIERCHDCSQPCPRPMIERLPCAALTDRECICPPGMYQSNGTCAPHTVCPVGWGVRKKGTENEDVRCKQCARGTFSDVPSSVMKCRAHTDCLGQNLMVVKQGTKETDNVCGVHLSSSSTTPSSPGIATFSHPEHTESHDVPSSTYEPQGMNSTDSNSTASVRTKVPSDIQEETVPDNTSSTSGKESTNRTLPNPPQLTH.... The miRNA is hsa-miR-6749-5p with sequence UCGGGCCUGGGGUUGGGGGAGC. Result: 0 (no interaction). (5) The miRNA is hsa-miR-7160-5p with sequence UGCUGAGGUCCGGGCUGUGCC. The protein sequence of the target gene is MAEGSRGGPTCSGVGGRQDPVSGSGGCNFPEYELPELNTRAFHVGAFGELWRGRLRGAGDLSLREPPASALPGSQAADSDREDAAVARDLDCSLEAAAELRAVCGLDKLKCLEDGEDPEVIPENTDLVTLGVRKRFLEHREETITIDRACRQETFVYEMESHAIGKKPENSADMIEEGELILSVNILYPVIFHKHKEHKPYQTMLVLGSQKLTQLRDSIRCVSDLQIGGEFSNTPDQAPEHISKDLYKSAFFYFEGTFYNDKRYPECRDLSRTIIEWSESHDRGYGKFQTARMEDFTFND.... Result: 1 (interaction).